This data is from Forward reaction prediction with 1.9M reactions from USPTO patents (1976-2016). The task is: Predict the product of the given reaction. (1) Given the reactants [CH2:1]([NH:6][C:7]([C:9]1[N:10]=[N:11][C:12](Cl)=[CH:13][CH:14]=1)=[O:8])[CH2:2][CH2:3][CH2:4][CH3:5].[F:16][C:17]1([F:33])[C:25]2[C:20](=[CH:21][CH:22]=[CH:23][CH:24]=2)[N:19]([CH:26]2[CH2:31][CH2:30][NH:29][CH2:28][CH2:27]2)[C:18]1=[O:32], predict the reaction product. The product is: [CH2:1]([NH:6][C:7]([C:9]1[N:10]=[N:11][C:12]([N:29]2[CH2:30][CH2:31][CH:26]([N:19]3[C:20]4[C:25](=[CH:24][CH:23]=[CH:22][CH:21]=4)[C:17]([F:16])([F:33])[C:18]3=[O:32])[CH2:27][CH2:28]2)=[CH:13][CH:14]=1)=[O:8])[CH2:2][CH2:3][CH2:4][CH3:5]. (2) Given the reactants [OH:1][C:2]1([CH2:14][CH2:15][CH:16]([CH3:18])[CH3:17])[C:11]2[C:6](=[CH:7][CH:8]=[CH:9][CH:10]=2)[C:5](=[O:12])[CH2:4][C:3]1=[O:13].B(F)(F)F.[CH3:23]COCC, predict the reaction product. The product is: [OH:1][C:2]1([CH2:14][CH2:15][CH:16]([CH3:18])[CH3:17])[C:11]2[C:6](=[CH:7][CH:8]=[CH:9][CH:10]=2)[C:5]([O:12][CH3:23])=[CH:4][C:3]1=[O:13]. (3) The product is: [CH3:1][N:2]1[C:11]2[C:6](=[CH:7][CH:8]=[C:9]([CH2:12][OH:13])[CH:10]=2)[CH2:5][CH2:4][CH2:3]1. Given the reactants [CH3:1][N:2]1[C:11]2[C:6](=[CH:7][CH:8]=[C:9]([C:12](OC)=[O:13])[CH:10]=2)[CH2:5][CH2:4][CH2:3]1.CC(C[AlH]CC(C)C)C.C(C(C(C([O-])=O)O)O)([O-])=O.[K+].[Na+], predict the reaction product. (4) Given the reactants [CH3:1][O:2][C:3]([C:5]1[S:6][C:7]([CH:14](OCC)[O:15]CC)=[CH:8][C:9]=1[C:10]([F:13])([F:12])[F:11])=[O:4].C(O)=O, predict the reaction product. The product is: [CH3:1][O:2][C:3]([C:5]1[S:6][C:7]([CH:14]=[O:15])=[CH:8][C:9]=1[C:10]([F:11])([F:12])[F:13])=[O:4]. (5) Given the reactants [CH2:1]([NH2:3])[CH3:2].Cl[SiH:5]1[N:9]([C:10]([CH3:13])([CH3:12])[CH3:11])[CH:8]=[CH:7][N:6]1[C:14]([CH3:17])([CH3:16])[CH3:15], predict the reaction product. The product is: [C:14]([N:6]1[CH:7]=[CH:8][N:9]([C:10]([CH3:13])([CH3:12])[CH3:11])[SiH:5]1[NH:3][CH2:1][CH3:2])([CH3:17])([CH3:16])[CH3:15].